Dataset: hERG Central: cardiac toxicity at 1µM, 10µM, and general inhibition. Task: Predict hERG channel inhibition at various concentrations. (1) The drug is O=C1C=C(NCc2ccco2)CC(c2ccc(Cl)cc2)C1. Results: hERG_inhib (hERG inhibition (general)): blocker. (2) The drug is CCCCCCn1c(CN2CCCCC2C)nc2c1c(=O)n(C)c(=O)n2C. Results: hERG_inhib (hERG inhibition (general)): blocker. (3) The drug is Cc1cc(N2CCN(S(=O)(=O)c3ccc(C)c(C)c3)CC2)c2ccccc2n1. Results: hERG_inhib (hERG inhibition (general)): blocker. (4) The compound is CN1/C(=C\C=C\C2=[N+](C)c3ccc4ccccc4c3C2(C)C)C(C)(C)c2ccccc21.[O-][Cl+3]([O-])([O-])[O-]. Results: hERG_inhib (hERG inhibition (general)): blocker. (5) The compound is Cc1ccc(S(=O)(=O)c2cn(Cc3ccc(F)cc3)c3cc4c(cc3c2=O)OCO4)cc1. Results: hERG_inhib (hERG inhibition (general)): blocker. (6) The molecule is Cc1nc2ccccn2c1CN(C)C(=O)C1CCC(=O)N(Cc2cccc(F)c2)C1. Results: hERG_inhib (hERG inhibition (general)): blocker. (7) The drug is CCCCn1c(C)c(C(=O)OCC)c2c(CN3CCCC3)c(O)ccc21. Results: hERG_inhib (hERG inhibition (general)): blocker.